This data is from Forward reaction prediction with 1.9M reactions from USPTO patents (1976-2016). The task is: Predict the product of the given reaction. (1) Given the reactants Cl[C:2]1[C:11]2[C:6](=[CH:7][C:8]([CH3:12])=[CH:9][CH:10]=2)[N:5]=[C:4]([C:13]2[CH:18]=[CH:17][CH:16]=[CH:15][C:14]=2[OH:19])[N:3]=1.[NH:20]1[CH2:25][CH2:24][CH:23]([NH:26][C:27](=[O:33])[O:28][C:29]([CH3:32])([CH3:31])[CH3:30])[CH2:22][CH2:21]1.C(N(CC)CC)C, predict the reaction product. The product is: [OH:19][C:14]1[CH:15]=[CH:16][CH:17]=[CH:18][C:13]=1[C:4]1[N:3]=[C:2]([N:20]2[CH2:21][CH2:22][CH:23]([NH:26][C:27](=[O:33])[O:28][C:29]([CH3:31])([CH3:30])[CH3:32])[CH2:24][CH2:25]2)[C:11]2[C:6](=[CH:7][C:8]([CH3:12])=[CH:9][CH:10]=2)[N:5]=1. (2) Given the reactants [O:1]1[CH2:5][CH2:4][CH:3]([CH:6]=O)[CH2:2]1.C1(P(=[CH:27][CH:28]=[O:29])(C2C=CC=CC=2)C2C=CC=CC=2)C=CC=CC=1, predict the reaction product. The product is: [O:1]1[CH2:5][CH2:4][CH:3](/[CH:6]=[CH:27]/[CH:28]=[O:29])[CH2:2]1. (3) Given the reactants [C:1]([O:5][C:6]([NH:8][CH:9]([CH2:15][C:16]1[CH:21]=[CH:20][C:19]([O:22][CH2:23][CH3:24])=[C:18]([O:25][CH2:26][CH3:27])[CH:17]=1)[C:10](OCC)=[O:11])=[O:7])([CH3:4])([CH3:3])[CH3:2].[Li+].[BH4-], predict the reaction product. The product is: [CH2:26]([O:25][C:18]1[CH:17]=[C:16]([CH2:15][CH:9]([NH:8][C:6](=[O:7])[O:5][C:1]([CH3:2])([CH3:4])[CH3:3])[CH2:10][OH:11])[CH:21]=[CH:20][C:19]=1[O:22][CH2:23][CH3:24])[CH3:27]. (4) Given the reactants [H-].[Na+].[O:3]=[C:4]1[C@H:10]([NH:11][C:12](=[O:18])[O:13][C:14]([CH3:17])([CH3:16])[CH3:15])[CH2:9][CH2:8][CH2:7][CH2:6][NH:5]1.[CH:19]1([CH2:22]Br)[CH2:21][CH2:20]1, predict the reaction product. The product is: [CH:19]1([CH2:22][N:5]2[CH2:6][CH2:7][CH2:8][CH2:9][C@@H:10]([NH:11][C:12](=[O:18])[O:13][C:14]([CH3:15])([CH3:17])[CH3:16])[C:4]2=[O:3])[CH2:21][CH2:20]1. (5) Given the reactants [NH2:1][C:2]1[NH:6][N:5]=[C:4]([C:7]2[CH:12]=[CH:11][C:10]([O:13][C:14]3[CH:19]=[CH:18][CH:17]=[CH:16][CH:15]=3)=[CH:9][CH:8]=2)[C:3]=1[C:20]#[N:21].[Br:22][CH:23]([CH:26]=O)[CH:24]=O, predict the reaction product. The product is: [Br:22][C:23]1[CH:24]=[N:1][C:2]2[N:6]([N:5]=[C:4]([C:7]3[CH:8]=[CH:9][C:10]([O:13][C:14]4[CH:19]=[CH:18][CH:17]=[CH:16][CH:15]=4)=[CH:11][CH:12]=3)[C:3]=2[C:20]#[N:21])[CH:26]=1.